From a dataset of Forward reaction prediction with 1.9M reactions from USPTO patents (1976-2016). Predict the product of the given reaction. (1) Given the reactants [NH:1]1[CH2:7][CH2:6][CH2:5][C@H:4]([NH:8][C:9](=[O:18])[O:10][CH2:11][C:12]2[CH:17]=[CH:16][CH:15]=[CH:14][CH:13]=2)[CH2:3][CH2:2]1.F[C:20]1[N:25]=[C:24]([C:26]2[C:34]3[C:29](=[CH:30][N:31]=[C:32]([C:35]4[CH:36]=[N:37][N:38]([CH3:40])[CH:39]=4)[CH:33]=3)[N:28]([CH:41]3[CH2:46][CH2:45][CH2:44][CH2:43][O:42]3)[N:27]=2)[CH:23]=[CH:22][CH:21]=1, predict the reaction product. The product is: [CH3:40][N:38]1[CH:39]=[C:35]([C:32]2[CH:33]=[C:34]3[C:26]([C:24]4[N:25]=[C:20]([N:1]5[CH2:7][CH2:6][CH2:5][C@H:4]([NH:8][C:9](=[O:18])[O:10][CH2:11][C:12]6[CH:13]=[CH:14][CH:15]=[CH:16][CH:17]=6)[CH2:3][CH2:2]5)[CH:21]=[CH:22][CH:23]=4)=[N:27][N:28]([CH:41]4[CH2:46][CH2:45][CH2:44][CH2:43][O:42]4)[C:29]3=[CH:30][N:31]=2)[CH:36]=[N:37]1. (2) Given the reactants [OH:1][CH:2]1[C:6](=O)[N:5]([C@@H:8]([C:10]2[CH:15]=[CH:14][CH:13]=[CH:12][CH:11]=2)[CH3:9])[CH2:4][C@:3]1([CH3:23])[C:16]([O:18][C:19]([CH3:22])([CH3:21])[CH3:20])=[O:17].B, predict the reaction product. The product is: [OH:1][CH:2]1[CH2:6][N:5]([C@@H:8]([C:10]2[CH:11]=[CH:12][CH:13]=[CH:14][CH:15]=2)[CH3:9])[CH2:4][C@:3]1([CH3:23])[C:16]([O:18][C:19]([CH3:22])([CH3:21])[CH3:20])=[O:17].